Dataset: Full USPTO retrosynthesis dataset with 1.9M reactions from patents (1976-2016). Task: Predict the reactants needed to synthesize the given product. (1) Given the product [F:1][C:2]1[CH:3]=[C:4]([CH:18]=[CH:19][C:20]=1[F:21])[CH2:5][O:6][C:7]1[CH:12]=[CH:11][C:10]([CH:13]=[CH:14][C:15]([NH:27][CH3:26])=[O:16])=[CH:9][CH:8]=1, predict the reactants needed to synthesize it. The reactants are: [F:1][C:2]1[CH:3]=[C:4]([CH:18]=[CH:19][C:20]=1[F:21])[CH2:5][O:6][C:7]1[CH:12]=[CH:11][C:10]([CH:13]=[CH:14][C:15](O)=[O:16])=[CH:9][CH:8]=1.S(Cl)(Cl)=O.[CH3:26][NH2:27]. (2) Given the product [CH3:18][O:19][CH2:20][CH2:1][O:17][C:14]1[CH:13]=[CH:12][C:11]([C:9](=[O:10])[CH2:8][CH3:7])=[CH:16][CH:15]=1, predict the reactants needed to synthesize it. The reactants are: [C:1](=O)([O-])[O-].[Cs+].[Cs+].[CH3:7][CH2:8][C:9]([C:11]1[CH:16]=[CH:15][C:14]([OH:17])=[CH:13][CH:12]=1)=[O:10].[CH3:18][O:19][CH2:20]Br.O. (3) Given the product [ClH:29].[CH2:1]([O:8][C:9]1[CH:14]=[CH:13][C:12]([C@H:15]2[CH2:20][CH2:19][NH:18][CH2:17][C@H:16]2[OH:28])=[CH:11][CH:10]=1)[C:2]1[CH:3]=[CH:4][CH:5]=[CH:6][CH:7]=1, predict the reactants needed to synthesize it. The reactants are: [CH2:1]([O:8][C:9]1[CH:14]=[CH:13][C:12]([CH:15]2[CH2:20][CH2:19][N:18](C(OC(C)(C)C)=O)[CH2:17][CH:16]2[OH:28])=[CH:11][CH:10]=1)[C:2]1[CH:7]=[CH:6][CH:5]=[CH:4][CH:3]=1.[ClH:29].O1CCOCC1. (4) Given the product [OH:17][C:15]1[CH:16]=[C:7]([C:5]2[N:6]=[C:2]([CH3:1])[S:3][CH:4]=2)[CH:8]=[C:9]2[C:14]=1[N:13]=[CH:12][NH:11][C:10]2=[O:34], predict the reactants needed to synthesize it. The reactants are: [CH3:1][C:2]1[S:3][CH:4]=[C:5]([C:7]2[CH:8]=[C:9]3[C:14](=[C:15]([O:17]COCC[Si](C)(C)C)[CH:16]=2)[N:13]=[CH:12][N:11](COCC[Si](C)(C)C)[C:10]3=[O:34])[N:6]=1. (5) Given the product [NH2:37][CH2:38][CH2:39][CH2:40][NH:41][C:16]1[N:17]=[C:12]([NH:11][C:9]2[CH:8]=[CH:7][C:5]3[CH2:6][S:2](=[O:1])(=[O:25])[CH2:3][C:4]=3[CH:10]=2)[C:13]2[C:23](=[O:24])[NH:22][CH:21]=[CH:20][C:14]=2[N:15]=1, predict the reactants needed to synthesize it. The reactants are: [O:1]=[S:2]1(=[O:25])[CH2:6][C:5]2[CH:7]=[CH:8][C:9]([NH:11][C:12]3[C:13]4[C:23](=[O:24])[NH:22][CH:21]=[CH:20][C:14]=4[N:15]=[C:16](SC)[N:17]=3)=[CH:10][C:4]=2[CH2:3]1.C1C=C(Cl)C=C(C(OO)=O)C=1.[NH2:37][CH2:38][CH2:39][CH2:40][NH:41]C(=O)OC(C)(C)C.C(O)(C(F)(F)F)=O. (6) Given the product [Br:1][C:2]1[CH:3]=[C:4]2[C:8](=[C:9]([F:11])[CH:10]=1)[N:7]([S:13]([CH3:12])(=[O:15])=[O:14])[CH2:6][CH2:5]2, predict the reactants needed to synthesize it. The reactants are: [Br:1][C:2]1[CH:3]=[C:4]2[C:8](=[C:9]([F:11])[CH:10]=1)[NH:7][CH2:6][CH2:5]2.[CH3:12][S:13](Cl)(=[O:15])=[O:14]. (7) Given the product [C:1]([O:5][C:6]([N:8]([CH2:16][CH2:17][CH2:18][CH2:19][CH2:20][CH2:21][CH2:22][CH2:23][C:24]1[CH:29]=[CH:28][C:27]([OH:30])=[C:26]([C@@H:38]([C:48]2[CH:53]=[CH:52][CH:51]=[CH:50][CH:49]=2)[CH2:39][CH2:40][N:41]([CH:45]([CH3:46])[CH3:47])[CH:42]([CH3:44])[CH3:43])[CH:25]=1)[C:9]([O:11][C:12]([CH3:13])([CH3:15])[CH3:14])=[O:10])=[O:7])([CH3:4])([CH3:3])[CH3:2], predict the reactants needed to synthesize it. The reactants are: [C:1]([O:5][C:6]([N:8]([CH2:16][CH2:17][CH2:18][CH2:19][CH2:20][CH2:21]/[CH:22]=[CH:23]/[C:24]1[CH:29]=[CH:28][C:27]([O:30]CC2C=CC=CC=2)=[C:26]([C@@H:38]([C:48]2[CH:53]=[CH:52][CH:51]=[CH:50][CH:49]=2)[CH2:39][CH2:40][N:41]([CH:45]([CH3:47])[CH3:46])[CH:42]([CH3:44])[CH3:43])[CH:25]=1)[C:9]([O:11][C:12]([CH3:15])([CH3:14])[CH3:13])=[O:10])=[O:7])([CH3:4])([CH3:3])[CH3:2].C([O-])=O.[NH4+].